This data is from Forward reaction prediction with 1.9M reactions from USPTO patents (1976-2016). The task is: Predict the product of the given reaction. (1) Given the reactants C([Li])CCC.[C:6]([O:10][C:11]([N:13]1[CH2:18][CH2:17][CH:16]([CH:19]=[C:20](Br)Br)[CH2:15][CH2:14]1)=[O:12])([CH3:9])([CH3:8])[CH3:7].[C:23](Cl)(=[O:26])[O:24][CH3:25].[Cl-].[NH4+], predict the reaction product. The product is: [C:6]([O:10][C:11]([N:13]1[CH2:18][CH2:17][CH:16]([C:19]#[C:20][C:23]([O:24][CH3:25])=[O:26])[CH2:15][CH2:14]1)=[O:12])([CH3:9])([CH3:8])[CH3:7]. (2) Given the reactants [CH2:1]([C:3]1[CH:4]=[C:5]([CH:7]=[CH:8][C:9]=1[N:10]1[CH2:14][CH2:13][CH2:12][CH2:11]1)[NH2:6])[CH3:2].C(N(CC)CC)C.Br[CH:23]([CH2:27][CH2:28]Br)[C:24](Cl)=[O:25].[OH-].[K+].[CH:32]1([C:35]2[CH:40]=[CH:39][C:38]([OH:41])=[CH:37][CH:36]=2)[CH2:34][CH2:33]1, predict the reaction product. The product is: [CH:32]1([C:35]2[CH:40]=[CH:39][C:38]([O:41][CH:23]3[CH2:27][CH2:28][N:6]([C:5]4[CH:7]=[CH:8][C:9]([N:10]5[CH2:14][CH2:13][CH2:12][CH2:11]5)=[C:3]([CH2:1][CH3:2])[CH:4]=4)[C:24]3=[O:25])=[CH:37][CH:36]=2)[CH2:34][CH2:33]1.